From a dataset of Full USPTO retrosynthesis dataset with 1.9M reactions from patents (1976-2016). Predict the reactants needed to synthesize the given product. (1) Given the product [CH3:19]/[C:17](=[CH:16]\[C:13]1[CH:12]=[CH:11][C:10]([CH3:9])=[CH:15][CH:14]=1)/[CH2:18][CH2:2][C:1]([O:5][CH3:6])=[O:3], predict the reactants needed to synthesize it. The reactants are: [C:1](OC)([O:5][CH3:6])([O:3]C)[CH3:2].[CH3:9][C:10]1[CH:15]=[CH:14][C:13]([CH:16](O)[C:17]([CH3:19])=[CH2:18])=[CH:12][CH:11]=1.C(O)(=O)CC. (2) The reactants are: [F:1][C:2]([F:14])([F:13])[C:3]1[CH:12]=[CH:11][C:6]([C:7]([O:9][CH3:10])=[O:8])=[CH:5][N:4]=1.C([O-])=O.[NH4+]. Given the product [F:13][C:2]([F:1])([F:14])[CH:3]1[NH:4][CH:5]=[C:6]([C:7]([O:9][CH3:10])=[O:8])[CH2:11][CH2:12]1, predict the reactants needed to synthesize it. (3) Given the product [F:28][C:29]1[CH:34]=[CH:33][C:32]([CH2:35][C:36]([N:23]2[CH2:24][CH2:25][C:26]3[N:27]=[C:19]([NH:18][C:8]4[CH:9]=[CH:10][C:11]([N:12]5[CH:16]=[C:15]([CH3:17])[N:14]=[CH:13]5)=[C:6]([O:5][CH3:4])[CH:7]=4)[S:20][C:21]=3[CH2:22]2)=[O:37])=[CH:31][CH:30]=1, predict the reactants needed to synthesize it. The reactants are: Cl.Cl.Cl.[CH3:4][O:5][C:6]1[CH:7]=[C:8]([NH:18][C:19]2[S:20][C:21]3[CH2:22][NH:23][CH2:24][CH2:25][C:26]=3[N:27]=2)[CH:9]=[CH:10][C:11]=1[N:12]1[CH:16]=[C:15]([CH3:17])[N:14]=[CH:13]1.[F:28][C:29]1[CH:34]=[CH:33][C:32]([CH2:35][C:36](O)=[O:37])=[CH:31][CH:30]=1.CN(C=O)C.CN(C(ON1N=NC2C=CC=CC1=2)=[N+](C)C)C.F[P-](F)(F)(F)(F)F. (4) Given the product [CH3:36][O:35][CH2:34][CH2:33][C:18]1[C:17]([CH2:16][O:15][C:11]2[CH:10]=[C:9]3[C:14](=[CH:13][CH:12]=2)[N:6]([CH2:5][C:4]([OH:37])=[O:3])[CH:7]=[CH:8]3)=[CH:22][N:21]=[C:20]([C:23]2[CH:24]=[CH:25][C:26]([C:29]([F:32])([F:30])[F:31])=[CH:27][CH:28]=2)[N:19]=1, predict the reactants needed to synthesize it. The reactants are: C([O:3][C:4](=[O:37])[CH2:5][N:6]1[C:14]2[C:9](=[CH:10][C:11]([O:15][CH2:16][C:17]3[C:18]([CH2:33][CH2:34][O:35][CH3:36])=[N:19][C:20]([C:23]4[CH:28]=[CH:27][C:26]([C:29]([F:32])([F:31])[F:30])=[CH:25][CH:24]=4)=[N:21][CH:22]=3)=[CH:12][CH:13]=2)[CH:8]=[CH:7]1)C.[OH-].[Li+]. (5) Given the product [F:19][C:20]1[CH:25]=[CH:24][C:23]([S:26]([N:12]2[C:13]3[C:18](=[CH:17][CH:16]=[CH:15][N:14]=3)[C:10]([C:7]3[CH2:8][CH:9]4[N:4]([CH2:3][CH2:2][CH2:1]4)[CH2:5][CH:6]=3)=[CH:11]2)(=[O:28])=[O:27])=[CH:22][CH:21]=1, predict the reactants needed to synthesize it. The reactants are: [CH2:1]1[CH:9]2[N:4]([CH2:5][CH:6]=[C:7]([C:10]3[C:18]4[C:13](=[N:14][CH:15]=[CH:16][CH:17]=4)[NH:12][CH:11]=3)[CH2:8]2)[CH2:3][CH2:2]1.[F:19][C:20]1[CH:25]=[CH:24][C:23]([S:26](Cl)(=[O:28])=[O:27])=[CH:22][CH:21]=1.C[Si]([N-][Si](C)(C)C)(C)C.[Na+]. (6) Given the product [Cl:1][C:2]1[CH:11]=[C:10]2[C:5]([CH2:6][CH2:7][N:8]([S:12]([CH2:15][CH:16]([OH:17])[CH2:18][O:19][C:20]3[CH:21]=[CH:22][CH:23]=[CH:24][CH:25]=3)(=[O:14])=[O:13])[CH2:9]2)=[CH:4][CH:3]=1, predict the reactants needed to synthesize it. The reactants are: [Cl:1][C:2]1[CH:11]=[C:10]2[C:5]([CH2:6][CH2:7][N:8]([S:12]([CH2:15][C:16]([CH2:18][O:19][C:20]3[CH:25]=[CH:24][CH:23]=[CH:22][CH:21]=3)=[O:17])(=[O:14])=[O:13])[CH2:9]2)=[CH:4][CH:3]=1.[BH4-].[Na+]. (7) Given the product [CH3:1][C:2]1([CH3:15])[C:11]2[C:6](=[CH:7][C:8]([N+:12]([O-:14])=[O:13])=[CH:9][CH:10]=2)[N:5]([C:16](=[O:18])[CH3:17])[CH2:4][CH2:3]1, predict the reactants needed to synthesize it. The reactants are: [CH3:1][C:2]1([CH3:15])[C:11]2[C:6](=[CH:7][C:8]([N+:12]([O-:14])=[O:13])=[CH:9][CH:10]=2)[NH:5][CH2:4][CH2:3]1.[C:16](OC(=O)C)(=[O:18])[CH3:17].O. (8) Given the product [N:1]1([CH:6]([CH3:12])[C:7]([NH:14][NH2:15])=[O:8])[CH2:5][CH2:4][CH2:3][CH2:2]1, predict the reactants needed to synthesize it. The reactants are: [N:1]1([CH:6]([CH3:12])[C:7](OCC)=[O:8])[CH2:5][CH2:4][CH2:3][CH2:2]1.O.[NH2:14][NH2:15].